Dataset: Catalyst prediction with 721,799 reactions and 888 catalyst types from USPTO. Task: Predict which catalyst facilitates the given reaction. (1) Reactant: [CH2:1]([O:3][C:4]([CH:6]1[C:15]([CH:16]=O)=[CH:14][C:13]2[C:8](=[CH:9][CH:10]=[CH:11][C:12]=2[Cl:18])[O:7]1)=[O:5])C.[CH3:19][O:20][C:21](=[O:31])[C@@H:22]([NH2:30])[CH2:23][CH:24]1[CH2:29][CH2:28][CH2:27][CH2:26][CH2:25]1.CCN(C(C)C)C(C)C.C([BH3-])#N.[Na+].C(O)(=O)C. Product: [CH3:1][O:3][C:4]([C:6]1[O:7][C:8]2[C:13]([CH2:14][C:15]=1[CH2:16][NH:30][C@H:22]([C:21]([O:20][CH3:19])=[O:31])[CH2:23][CH:24]1[CH2:29][CH2:28][CH2:27][CH2:26][CH2:25]1)=[C:12]([Cl:18])[CH:11]=[CH:10][CH:9]=2)=[O:5]. The catalyst class is: 5. (2) Product: [CH3:12][O:13][C:2]1[N:9]=[C:8]([CH3:10])[CH:7]=[C:6]([O:18][CH3:15])[C:3]=1[C:4]#[N:5]. The catalyst class is: 5. Reactant: Cl[C:2]1[N:9]=[C:8]([CH3:10])[CH:7]=[C:6](Cl)[C:3]=1[C:4]#[N:5].[CH3:12][O-:13].[Na+].[C:15]([OH:18])(=O)C.